Dataset: Reaction yield outcomes from USPTO patents with 853,638 reactions. Task: Predict the reaction yield, written as a fraction of the theoretical maximum amount of product (1.0 means a 100% yield; for example, 0.34 means a 34% yield). (1) The reactants are [CH3:1][O:2][C:3]1[CH:4]=[C:5]2[C:14](=[CH:15][CH:16]=1)[CH:13]([CH2:17]OS(C1C=CC(C)=CC=1)(=O)=O)[CH:12]([C:29]1[CH:34]=[CH:33][C:32]([O:35][CH3:36])=[CH:31][CH:30]=1)[CH:11]1[CH:6]2[CH2:7][CH2:8][CH2:9][CH2:10]1.[H-].[Al+3].[Li+].[H-].[H-].[H-].O1CCCC1.[C@H](O)(C([O-])=O)[C@@H](O)C([O-])=O.[Na+].[K+]. The catalyst is C(OCC)(=O)C. The product is [CH3:1][O:2][C:3]1[CH:4]=[C:5]2[C:14](=[CH:15][CH:16]=1)[CH:13]([CH3:17])[CH:12]([C:29]1[CH:30]=[CH:31][C:32]([O:35][CH3:36])=[CH:33][CH:34]=1)[CH:11]1[CH:6]2[CH2:7][CH2:8][CH2:9][CH2:10]1. The yield is 0.850. (2) The reactants are [ClH:1].C[O:3][C:4](=[O:38])[C:5]1[CH:10]=[CH:9][C:8]([O:11][C:12]2[CH:17]=[CH:16][C:15]([CH2:18][C@H:19]([NH2:37])[C:20]3[N:21]([CH2:33][CH2:34][CH2:35][CH3:36])[CH:22]=[C:23]([C:25]4[CH:30]=[CH:29][C:28](Cl)=[CH:27][C:26]=4[Cl:32])[N:24]=3)=[CH:14][CH:13]=2)=[CH:7][CH:6]=1.[CH3:39][O:40][C:41]1[CH:49]=[CH:48][C:44]([C:45](O)=[O:46])=[CH:43][CH:42]=1. No catalyst specified. The product is [CH2:33]([N:21]1[CH:22]=[C:23]([C:25]2[CH:30]=[CH:29][C:28]([Cl:1])=[CH:27][C:26]=2[Cl:32])[N:24]=[C:20]1[C@@H:19]([NH:37][C:45](=[O:46])[C:44]1[CH:48]=[CH:49][C:41]([O:40][CH3:39])=[CH:42][CH:43]=1)[CH2:18][C:15]1[CH:14]=[CH:13][C:12]([O:11][C:8]2[CH:9]=[CH:10][C:5]([C:4]([OH:3])=[O:38])=[CH:6][CH:7]=2)=[CH:17][CH:16]=1)[CH2:34][CH2:35][CH3:36]. The yield is 0.750. (3) The reactants are [H-].[Na+].[F:3][C:4]([F:10])([F:9])[C:5](OC)=[O:6].[CH3:11][C:12]#[N:13]. The product is [F:3][C:4]([F:10])([F:9])[C:5](=[O:6])[CH2:11][C:12]#[N:13]. The yield is 0.830. The catalyst is C1COCC1. (4) The reactants are [CH3:1][N:2]1[CH2:7][CH2:6][NH:5][CH2:4][CH2:3]1.[O:8]1[C:12]2([CH2:17][CH2:16][C:15](=O)[CH2:14][CH2:13]2)[O:11][CH2:10][CH2:9]1.C(O)(=O)C.[BH-](OC(C)=O)(OC(C)=O)OC(C)=O.[Na+]. The catalyst is ClCCCl. The product is [CH3:1][N:2]1[CH2:7][CH2:6][N:5]([CH:15]2[CH2:16][CH2:17][C:12]3([O:11][CH2:10][CH2:9][O:8]3)[CH2:13][CH2:14]2)[CH2:4][CH2:3]1. The yield is 0.991. (5) The reactants are Cl[C:2]1[CH:3]=[CH:4][C:5]2[N:6]([C:8]([C:11]3[CH:12]=[C:13]([CH:16]=[CH:17][CH:18]=3)[C:14]#[N:15])=[CH:9][N:10]=2)[N:7]=1.Cl.[NH2:20][C@H:21]1[CH2:26][CH2:25][C@H:24]([OH:27])[CH2:23][CH2:22]1.C([O-])(O)=O.[Na+]. The catalyst is CN1C(=O)CCC1. The product is [C:14]([C:13]1[CH:12]=[C:11]([C:8]2[N:6]3[N:7]=[C:2]([NH:20][CH:21]4[CH2:26][CH2:25][CH:24]([OH:27])[CH2:23][CH2:22]4)[CH:3]=[CH:4][C:5]3=[N:10][CH:9]=2)[CH:18]=[CH:17][CH:16]=1)#[N:15]. The yield is 0.280.